Dataset: Catalyst prediction with 721,799 reactions and 888 catalyst types from USPTO. Task: Predict which catalyst facilitates the given reaction. (1) Reactant: [Cl:1][C:2]1[CH:3]=[CH:4][C:5]2[N:11]3[CH:12]=[CH:13][CH:14]=[C:10]3[CH:9]([CH2:15][C:16](O)=[O:17])[O:8][CH:7]([C:19](=[O:28])[C:20]3[CH:25]=[CH:24][CH:23]=[C:22]([Cl:26])[C:21]=3[Cl:27])[C:6]=2[CH:29]=1.Cl.C(N=C=NCCCN(C)C)C.[NH:42]1[CH2:47][CH2:46][CH:45]([CH2:48][C:49]([O:51][CH2:52][CH3:53])=[O:50])[CH2:44][CH2:43]1.O.ON1C2C=CC=CC=2N=N1. Product: [Cl:1][C:2]1[CH:3]=[CH:4][C:5]2[N:11]3[CH:12]=[CH:13][CH:14]=[C:10]3[CH:9]([CH2:15][C:16]([N:42]3[CH2:47][CH2:46][CH:45]([CH2:48][C:49]([O:51][CH2:52][CH3:53])=[O:50])[CH2:44][CH2:43]3)=[O:17])[O:8][CH:7]([C:19](=[O:28])[C:20]3[CH:25]=[CH:24][CH:23]=[C:22]([Cl:26])[C:21]=3[Cl:27])[C:6]=2[CH:29]=1. The catalyst class is: 46. (2) Reactant: [C:1]1([CH:7]([C:25]2[CH:30]=[CH:29][CH:28]=[CH:27][CH:26]=2)[C:8]2[CH:9]=[CH:10][C:11](=[O:24])[N:12]([CH2:14][CH2:15][CH2:16][C:17]3[CH:22]=[CH:21][CH:20]=[C:19]([OH:23])[CH:18]=3)[CH:13]=2)[CH:6]=[CH:5][CH:4]=[CH:3][CH:2]=1. Product: [C:25]1([CH:7]([C:1]2[CH:6]=[CH:5][CH:4]=[CH:3][CH:2]=2)[CH:8]2[CH2:13][N:12]([CH2:14][CH2:15][CH2:16][C:17]3[CH:22]=[CH:21][CH:20]=[C:19]([OH:23])[CH:18]=3)[C:11](=[O:24])[CH2:10][CH2:9]2)[CH:26]=[CH:27][CH:28]=[CH:29][CH:30]=1. The catalyst class is: 867. (3) Reactant: [CH3:1][C:2]1([CH3:27])[O:7][C:6]2[CH:8]=[CH:9][C:10]([C@H:12]3[O:16][C:15](=[O:17])[N:14]([CH2:18][CH2:19][C:20]4[CH:25]=[CH:24][C:23]([OH:26])=[CH:22][CH:21]=4)[CH2:13]3)=[CH:11][C:5]=2[CH2:4][O:3]1.O[CH2:29][CH2:30][O:31][CH2:32][C:33]1[CH:34]=[C:35]([CH:40]=[CH:41][CH:42]=1)[C:36]([O:38][CH3:39])=[O:37].C1(P(C2C=CC=CC=2)C2C=CC=CC=2)C=CC=CC=1.N(C(N1CCCCC1)=O)=NC(N1CCCCC1)=O. Product: [CH3:1][C:2]1([CH3:27])[O:7][C:6]2[CH:8]=[CH:9][C:10]([C@H:12]3[O:16][C:15](=[O:17])[N:14]([CH2:18][CH2:19][C:20]4[CH:21]=[CH:22][C:23]([O:26][CH2:29][CH2:30][O:31][CH2:32][C:33]5[CH:34]=[C:35]([CH:40]=[CH:41][CH:42]=5)[C:36]([O:38][CH3:39])=[O:37])=[CH:24][CH:25]=4)[CH2:13]3)=[CH:11][C:5]=2[CH2:4][O:3]1. The catalyst class is: 2. (4) Reactant: Cl.[NH2:2][OH:3].CO.[OH-].[K+].C[O:9][C:10](=O)[CH2:11][CH2:12][CH2:13][CH2:14][CH2:15][CH2:16][C:17]([NH:19][C:20]1[S:21][CH:22]=[C:23]([C:25]2[CH:30]=[CH:29][CH:28]=[C:27]([NH2:31])[CH:26]=2)[N:24]=1)=[O:18].[OH-].[K+].Cl. Product: [NH2:31][C:27]1[CH:26]=[C:25]([C:23]2[N:24]=[C:20]([NH:19][C:17](=[O:18])[CH2:16][CH2:15][CH2:14][CH2:13][CH2:12][CH2:11][C:10]([NH:2][OH:3])=[O:9])[S:21][CH:22]=2)[CH:30]=[CH:29][CH:28]=1. The catalyst class is: 6. (5) Product: [CH2:1]([O:8][C:9](=[O:10])[NH:11][C:12]1([C:15](=[O:17])[NH:59][C:56]2([C:52]3[CH:51]=[C:50]([CH2:49][NH:48][C:47]([O:46][C:42]([CH3:45])([CH3:44])[CH3:43])=[O:60])[CH:55]=[CH:54][N:53]=3)[CH2:58][CH2:57]2)[CH2:13][CH2:14]1)[C:2]1[CH:3]=[CH:4][CH:5]=[CH:6][CH:7]=1. Reactant: [CH2:1]([O:8][C:9]([NH:11][C:12]1([C:15]([OH:17])=O)[CH2:14][CH2:13]1)=[O:10])[C:2]1[CH:7]=[CH:6][CH:5]=[CH:4][CH:3]=1.CN(C(ON1N=NC2C=CC=NC1=2)=[N+](C)C)C.F[P-](F)(F)(F)(F)F.[C:42]([O:46][C:47](=[O:60])[NH:48][CH2:49][C:50]1[CH:55]=[CH:54][N:53]=[C:52]([C:56]2([NH2:59])[CH2:58][CH2:57]2)[CH:51]=1)([CH3:45])([CH3:44])[CH3:43].Cl. The catalyst class is: 31. (6) Reactant: C([O:3][C:4](=[O:23])[CH2:5][CH:6]1[O:10][B:9]([OH:11])[C:8]2[CH:12]=[C:13]([O:17][C:18]3[S:19][CH:20]=[N:21][N:22]=3)[CH:14]=[C:15]([CH3:16])[C:7]1=2)C.[Li+].[OH-].Cl. Product: [OH:11][B:9]1[C:8]2[CH:12]=[C:13]([O:17][C:18]3[S:19][CH:20]=[N:21][N:22]=3)[CH:14]=[C:15]([CH3:16])[C:7]=2[CH:6]([CH2:5][C:4]([OH:23])=[O:3])[O:10]1. The catalyst class is: 731. (7) Reactant: [CH3:1][O:2][C:3]([C@H:5]1[CH2:10][CH2:9][C@H:8]([CH2:11][NH:12][C:13](=[O:23])[C:14]2[CH:19]=[CH:18][CH:17]=[CH:16][C:15]=2[N+:20]([O-])=O)[CH2:7][CH2:6]1)=[O:4].CC(O)=O.[H][H]. Product: [CH3:1][O:2][C:3]([C@H:5]1[CH2:6][CH2:7][C@H:8]([CH2:11][NH:12][C:13](=[O:23])[C:14]2[CH:19]=[CH:18][CH:17]=[CH:16][C:15]=2[NH2:20])[CH2:9][CH2:10]1)=[O:4]. The catalyst class is: 19.